From a dataset of Forward reaction prediction with 1.9M reactions from USPTO patents (1976-2016). Predict the product of the given reaction. (1) Given the reactants [OH:1][CH2:2][C:3]1[C:4]([CH3:17])=[N:5][N:6]([C:9]2[CH:16]=[CH:15][C:12]([C:13]#[N:14])=[CH:11][CH:10]=2)[C:7]=1[CH3:8].N(C(N1CCCCC1)=O)=NC(N1CCCCC1)=O.[Br:36][C:37]1[CH:42]=[CH:41][C:40](O)=[C:39]([F:44])[CH:38]=1.[Cl-].[NH4+], predict the reaction product. The product is: [Br:36][C:37]1[CH:42]=[CH:41][C:40]([O:1][CH2:2][C:3]2[C:4]([CH3:17])=[N:5][N:6]([C:9]3[CH:16]=[CH:15][C:12]([C:13]#[N:14])=[CH:11][CH:10]=3)[C:7]=2[CH3:8])=[C:39]([F:44])[CH:38]=1. (2) Given the reactants [CH3:1][O:2][C:3]1[CH:8]=[C:7]([N:9]2[CH:14]3[CH:12]([CH2:13]3)[N:11](C(OCC3C=CC=CC=3)=O)[C:10]2=[O:25])[CH:6]=[CH:5][N:4]=1.Cl, predict the reaction product. The product is: [CH3:1][O:2][C:3]1[CH:8]=[C:7]([N:9]2[C:10](=[O:25])[NH:11][CH:12]3[CH:14]2[CH2:13]3)[CH:6]=[CH:5][N:4]=1. (3) Given the reactants [F:1][C:2]1[CH:7]=[CH:6][C:5]([N:8]2[C:16]3[C:11](=[CH:12][C:13]([O:17][C@H:18]([C:22]4[CH:27]=[CH:26][CH:25]=[C:24]([O:28][CH3:29])[CH:23]=4)[C@@H:19]([NH2:21])[CH3:20])=[CH:14][CH:15]=3)[CH:10]=[N:9]2)=[CH:4][CH:3]=1.[CH3:30][CH:31]([CH3:35])[C:32](Cl)=[O:33], predict the reaction product. The product is: [F:1][C:2]1[CH:3]=[CH:4][C:5]([N:8]2[C:16]3[C:11](=[CH:12][C:13]([O:17][C@H:18]([C:22]4[CH:27]=[CH:26][CH:25]=[C:24]([O:28][CH3:29])[CH:23]=4)[C@@H:19]([NH:21][C:32](=[O:33])[CH:31]([CH3:35])[CH3:30])[CH3:20])=[CH:14][CH:15]=3)[CH:10]=[N:9]2)=[CH:6][CH:7]=1. (4) The product is: [CH3:14][C:8]1([CH3:15])[C:7]2[C:12](=[C:3]([CH2:2][O:1][CH:17]3[CH2:18][CH2:19][CH2:20][CH2:21][O:16]3)[CH:4]=[CH:5][CH:6]=2)[NH:11][C:10](=[O:13])[CH2:9]1. Given the reactants [OH:1][CH2:2][C:3]1[CH:4]=[CH:5][CH:6]=[C:7]2[C:12]=1[NH:11][C:10](=[O:13])[CH2:9][C:8]2([CH3:15])[CH3:14].[O:16]1[CH:21]=[CH:20][CH2:19][CH2:18][CH2:17]1, predict the reaction product. (5) Given the reactants [O:1]1[C:5]2[CH:6]=[CH:7][C:8]([C:10]3[S:11][CH:12]=[C:13]([C:15]([OH:17])=O)[N:14]=3)=[CH:9][C:4]=2[CH2:3][CH2:2]1.[CH3:18][C:19]1[NH:23][N:22]=[C:21]([NH2:24])[CH:20]=1.CN(C(ON1N=NC2C=CC=CC1=2)=[N+](C)C)C.F[P-](F)(F)(F)(F)F, predict the reaction product. The product is: [O:1]1[C:5]2[CH:6]=[CH:7][C:8]([C:10]3[S:11][CH:12]=[C:13]([C:15]([NH:24][C:21]4[CH:20]=[C:19]([CH3:18])[NH:23][N:22]=4)=[O:17])[N:14]=3)=[CH:9][C:4]=2[CH2:3][CH2:2]1.